Dataset: Reaction yield outcomes from USPTO patents with 853,638 reactions. Task: Predict the reaction yield, written as a fraction of the theoretical maximum amount of product (1.0 means a 100% yield; for example, 0.34 means a 34% yield). The reactants are [C:1]([O:5][C:6]([N:8]1[C:17]2[C:12](=[CH:13][CH:14]=[C:15]([CH2:18][CH2:19][O:20][C:21]3[CH:22]=[C:23]4[C:27](=[CH:28][CH:29]=3)[NH:26][CH:25]=[CH:24]4)[N:16]=2)[CH2:11][CH2:10][CH2:9]1)=[O:7])([CH3:4])([CH3:3])[CH3:2].[CH2:30]([O:32][C:33](=[O:49])[CH:34]=[C:35]([C:37]1[CH:42]=[CH:41][C:40]([C:43]2[CH:48]=[CH:47][CH:46]=[CH:45][CH:44]=2)=[CH:39][CH:38]=1)Cl)[CH3:31]. No catalyst specified. The product is [C:1]([O:5][C:6]([N:8]1[C:17]2[C:12](=[CH:13][CH:14]=[C:15]([CH2:18][CH2:19][O:20][C:21]3[CH:22]=[C:23]4[C:27](=[CH:28][CH:29]=3)[N:26]([C:35]([C:37]3[CH:38]=[CH:39][C:40]([C:43]5[CH:48]=[CH:47][CH:46]=[CH:45][CH:44]=5)=[CH:41][CH:42]=3)=[CH:34][C:33]([O:32][CH2:30][CH3:31])=[O:49])[CH:25]=[CH:24]4)[N:16]=2)[CH2:11][CH2:10][CH2:9]1)=[O:7])([CH3:4])([CH3:2])[CH3:3]. The yield is 0.0800.